This data is from Reaction yield outcomes from USPTO patents with 853,638 reactions. The task is: Predict the reaction yield, written as a fraction of the theoretical maximum amount of product (1.0 means a 100% yield; for example, 0.34 means a 34% yield). (1) The yield is 0.910. The reactants are C[O:2][C:3](=[O:39])[C:4]([NH:7][C:8]([C:10]1[CH:11]=[CH:12][C:13]2[CH:17]=[C:16]([C:18]([CH2:36][CH3:37])([C:21]3[CH:26]=[CH:25][C:24]([O:27][CH2:28][C:29]([CH2:33][CH3:34])([OH:32])[CH2:30][CH3:31])=[C:23]([CH3:35])[CH:22]=3)[CH2:19][CH3:20])[S:15][C:14]=2[CH:38]=1)=[O:9])([CH3:6])[CH3:5].[OH-].[Na+]. The product is [CH2:36]([C:18]([C:16]1[S:15][C:14]2[CH:38]=[C:10]([C:8]([NH:7][C:4]([CH3:6])([CH3:5])[C:3]([OH:39])=[O:2])=[O:9])[CH:11]=[CH:12][C:13]=2[CH:17]=1)([C:21]1[CH:26]=[CH:25][C:24]([O:27][CH2:28][C:29]([CH2:30][CH3:31])([OH:32])[CH2:33][CH3:34])=[C:23]([CH3:35])[CH:22]=1)[CH2:19][CH3:20])[CH3:37]. No catalyst specified. (2) The reactants are [Li+].[OH-].C[O:4][C:5]([C:7]1[CH:8]=[C:9]2[C:13](=[CH:14][CH:15]=1)[CH2:12][CH2:11][CH:10]2[NH:16][C:17](=[O:25])[C:18]1[CH:23]=[CH:22][CH:21]=[CH:20][C:19]=1[Cl:24])=[O:6]. The catalyst is CO.O1CCCC1.O.CC(C)=O. The product is [Cl:24][C:19]1[CH:20]=[CH:21][CH:22]=[CH:23][C:18]=1[C:17]([NH:16][CH:10]1[C:9]2[C:13](=[CH:14][CH:15]=[C:7]([C:5]([OH:6])=[O:4])[CH:8]=2)[CH2:12][CH2:11]1)=[O:25]. The yield is 0.750.